Dataset: Forward reaction prediction with 1.9M reactions from USPTO patents (1976-2016). Task: Predict the product of the given reaction. (1) Given the reactants [F:1][C:2]1[C:7]([F:8])=[CH:6][CH:5]=[CH:4][C:3]=1[C:9]1[N:17]=[C:12]2[CH:13]=[N:14][NH:15][CH:16]=[C:11]2[N:10]=1.C(=O)([O-])[O-].[K+].[K+].Br[CH:25]([C:30]1[CH:31]=[N:32][C:33]([C:36]2[CH:41]=[CH:40][C:39]([O:42][CH2:43][CH2:44][CH3:45])=[CH:38][C:37]=2[C:46]([F:49])([F:48])[F:47])=[CH:34][CH:35]=1)[C:26]([O:28][CH3:29])=[O:27], predict the reaction product. The product is: [F:1][C:2]1[C:7]([F:8])=[CH:6][CH:5]=[CH:4][C:3]=1[C:9]1[N:17]=[C:12]2[CH:13]=[N:14][N:15]([CH:25]([C:30]3[CH:31]=[N:32][C:33]([C:36]4[CH:41]=[CH:40][C:39]([O:42][CH2:43][CH2:44][CH3:45])=[CH:38][C:37]=4[C:46]([F:48])([F:47])[F:49])=[CH:34][CH:35]=3)[C:26]([O:28][CH3:29])=[O:27])[CH:16]=[C:11]2[N:10]=1. (2) Given the reactants [C:1]([NH:4][C:5]1[S:6][C:7]([C:11]2[CH:12]=[C:13]([S:17](Cl)(=[O:19])=[O:18])[S:14][C:15]=2[Br:16])=[C:8]([CH3:10])[N:9]=1)(=[O:3])[CH3:2].C(N(CC)CC)C.[CH2:28]([CH2:30][NH2:31])[OH:29], predict the reaction product. The product is: [Br:16][C:15]1[S:14][C:13]([S:17](=[O:19])(=[O:18])[NH:31][CH2:30][CH2:28][OH:29])=[CH:12][C:11]=1[C:7]1[S:6][C:5]([NH:4][C:1](=[O:3])[CH3:2])=[N:9][C:8]=1[CH3:10]. (3) Given the reactants [Cl:1][CH2:2][C:3]([NH:5][C:6]1[C:15](Cl)=[CH:14][CH:13]=[C:12]2[C:7]=1[CH:8]=[CH:9][C:10]([N:17]1[CH2:21][CH2:20][C@@H:19]([O:22][Si](C(C)(C)C)(C)C)[CH2:18]1)=[N:11]2)=[O:4].[Cl:30][C:31]1[CH:37]=[CH:36][C:34]([NH2:35])=[CH:33][CH:32]=1.[ClH:38], predict the reaction product. The product is: [ClH:1].[Cl:38][C:15]1[C:6]([NH:5][C:3](=[O:4])[CH2:2][NH:35][C:34]2[CH:36]=[CH:37][C:31]([Cl:30])=[CH:32][CH:33]=2)=[C:7]2[C:12](=[CH:13][CH:14]=1)[N:11]=[C:10]([N:17]1[CH2:21][CH2:20][C@@H:19]([OH:22])[CH2:18]1)[CH:9]=[CH:8]2. (4) Given the reactants [OH:1][C:2]1[CH:3]=[C:4]([CH:10]=[CH:11][C:12]=1[OH:13])[C:5]([O:7][CH2:8][CH3:9])=[O:6].CO[C:16](OC)([CH3:18])[CH3:17].C1(C)C=CC(S(O)(=O)=O)=CC=1, predict the reaction product. The product is: [CH3:17][C:16]1([CH3:18])[O:13][C:12]2[CH:11]=[CH:10][C:4]([C:5]([O:7][CH2:8][CH3:9])=[O:6])=[CH:3][C:2]=2[O:1]1. (5) The product is: [O:1]1[CH2:6][CH2:5][CH:4]([C:7]2[C:8]([O:13][C@H:14]3[CH2:15][CH2:16][C@H:17]([C:20]4[NH:21][C:22]5[CH:28]=[CH:27][CH:26]=[CH:25][C:23]=5[N:24]=4)[CH2:18][CH2:19]3)=[N:9][CH:10]=[CH:11][CH:12]=2)[CH2:3][CH2:2]1.[O:1]1[CH2:6][CH2:5][CH:4]([C:7]2[C:8]([O:13][C@@H:14]3[CH2:15][CH2:16][C@H:17]([C:20]4[NH:21][C:22]5[CH:28]=[CH:27][CH:26]=[CH:25][C:23]=5[N:24]=4)[CH2:18][CH2:19]3)=[N:9][CH:10]=[CH:11][CH:12]=2)[CH2:3][CH2:2]1. Given the reactants [O:1]1[CH2:6][CH:5]=[C:4]([C:7]2[C:8]([O:13][CH:14]3[CH2:19][CH2:18][CH:17]([C:20]4[NH:24][C:23]5[CH:25]=[CH:26][CH:27]=[CH:28][C:22]=5[N:21]=4)[CH2:16][CH2:15]3)=[N:9][CH:10]=[CH:11][CH:12]=2)[CH2:3][CH2:2]1, predict the reaction product. (6) The product is: [N+:31]([C:26]1[CH:25]([CH2:34][N:16]2[CH2:15][CH2:14][N:13]([CH2:12][C:9]3[CH:10]=[CH:11][C:6]([N:1]4[CH:5]=[CH:4][N:3]=[CH:2]4)=[CH:7][CH:8]=3)[CH2:18][CH2:17]2)[CH:23]2[CH2:24][C:20]([CH3:19])([CH3:36])[O:21][C:22]2=[C:28]([CH3:29])[C:27]=1[CH3:30])([O-:33])=[O:32]. Given the reactants [N:1]1([C:6]2[CH:11]=[CH:10][C:9]([CH2:12][N:13]3[CH2:18][CH2:17][NH:16][CH2:15][CH2:14]3)=[CH:8][CH:7]=2)[CH:5]=[CH:4][N:3]=[CH:2]1.[CH3:19][C:20]1([CH3:36])[CH2:24][CH:23]2[CH:25]([CH:34]=O)[C:26]([N+:31]([O-:33])=[O:32])=[C:27]([CH3:30])[C:28]([CH3:29])=[C:22]2[O:21]1.C(O[BH-](OC(=O)C)OC(=O)C)(=O)C.[Na+].[OH-].[Na+], predict the reaction product. (7) The product is: [CH3:21][O:15][C:13](=[O:14])[CH2:12][C:7]1[CH2:6][C:5]2[C:9]([CH:8]=1)=[CH:10][C:2]([Br:1])=[CH:3][CH:4]=2. Given the reactants [Br:1][C:2]1[CH:10]=[C:9]2[C:5]([CH2:6][CH:7]([CH2:12][C:13]([OH:15])=[O:14])[CH:8]2O)=[CH:4][CH:3]=1.S(=O)(=O)(O)O.[CH3:21]O, predict the reaction product.